Predict the reaction yield, written as a fraction of the theoretical maximum amount of product (1.0 means a 100% yield; for example, 0.34 means a 34% yield). From a dataset of Reaction yield outcomes from USPTO patents with 853,638 reactions. (1) The reactants are Cl[C:2]1[C:3]([C:10]([O:12][CH2:13][CH3:14])=[O:11])=[CH:4][N:5]([CH3:9])[C:6](=[O:8])[CH:7]=1.[CH2:15]([NH2:22])[C:16]1[CH:21]=[CH:20][CH:19]=[CH:18][CH:17]=1. No catalyst specified. The product is [CH2:15]([NH:22][C:2]1[C:3]([C:10]([O:12][CH2:13][CH3:14])=[O:11])=[CH:4][N:5]([CH3:9])[C:6](=[O:8])[CH:7]=1)[C:16]1[CH:21]=[CH:20][CH:19]=[CH:18][CH:17]=1. The yield is 0.840. (2) The reactants are [CH3:1][C:2]1([CH3:12])[C:10]2[C:5](=[CH:6][CH:7]=[CH:8][CH:9]=2)[C:4](=O)[CH2:3]1.Cl.[NH2:14][OH:15].[OH-].[Na+]. The catalyst is CO.O. The product is [CH3:1][C:2]1([CH3:12])[C:10]2[C:5](=[CH:6][CH:7]=[CH:8][CH:9]=2)[C:4](=[N:14][OH:15])[CH2:3]1. The yield is 0.970. (3) The reactants are [CH3:1][N:2]([C:11](=[O:36])[C:12]1[CH:17]=[C:16]([CH2:18][C:19]2[C:20](=[O:31])[C:21]([O:29][CH3:30])=[C:22]([O:27][CH3:28])[C:23](=[O:26])[C:24]=2[CH3:25])[CH:15]=[CH:14][C:13]=1[O:32]C(=O)C)[C:3]1[CH:8]=[CH:7][C:6]([O:9][CH3:10])=[CH:5][CH:4]=1.C(=O)([O-])O.[Na+]. The catalyst is CO.O. The product is [CH3:1][N:2]([C:11](=[O:36])[C:12]1[CH:17]=[C:16]([CH2:18][C:19]2[C:20](=[O:31])[C:21]([O:29][CH3:30])=[C:22]([O:27][CH3:28])[C:23](=[O:26])[C:24]=2[CH3:25])[CH:15]=[CH:14][C:13]=1[OH:32])[C:3]1[CH:8]=[CH:7][C:6]([O:9][CH3:10])=[CH:5][CH:4]=1. The yield is 0.780.